Dataset: Catalyst prediction with 721,799 reactions and 888 catalyst types from USPTO. Task: Predict which catalyst facilitates the given reaction. (1) Reactant: [CH2:1]([N:8]1[CH2:13][CH2:12][C:11](=[O:14])[CH:10]([C:15]2[CH:20]=[CH:19][CH:18]=[C:17]([Cl:21])[CH:16]=2)[CH2:9]1)[C:2]1[CH:7]=[CH:6][CH:5]=[CH:4][CH:3]=1.[CH:22]([N-]C(C)C)(C)C.[Li+].CI. Product: [CH2:1]([N:8]1[CH2:13][CH2:12][C:11](=[O:14])[C:10]([C:15]2[CH:20]=[CH:19][CH:18]=[C:17]([Cl:21])[CH:16]=2)([CH3:22])[CH2:9]1)[C:2]1[CH:3]=[CH:4][CH:5]=[CH:6][CH:7]=1. The catalyst class is: 1. (2) Reactant: [CH3:1][N:2]([CH3:39])[C:3](=[O:38])[O:4][C:5]1[CH:10]=[CH:9][CH:8]=[C:7]([NH:11][C:12]([C:14]2([O:30]CC3C=CC=CC=3)[CH2:19][CH2:18][N:17]([C:20]3[C:21]4[C:28]([CH3:29])=[CH:27][NH:26][C:22]=4[N:23]=[CH:24][N:25]=3)[CH2:16][CH2:15]2)=[O:13])[CH:6]=1.FC(F)(F)C(O)=O. Product: [CH3:39][N:2]([CH3:1])[C:3](=[O:38])[O:4][C:5]1[CH:10]=[CH:9][CH:8]=[C:7]([NH:11][C:12]([C:14]2([OH:30])[CH2:19][CH2:18][N:17]([C:20]3[C:21]4[C:28]([CH3:29])=[CH:27][NH:26][C:22]=4[N:23]=[CH:24][N:25]=3)[CH2:16][CH2:15]2)=[O:13])[CH:6]=1. The catalyst class is: 105. (3) Reactant: [OH:1][C:2]1[CH:11]=[CH:10][C:5]2[C:6](=[O:9])[CH2:7][O:8][C:4]=2[CH:3]=1.[Br:12][C:13]1[CH:14]=[C:15]2[C:19](=[CH:20][CH:21]=1)[NH:18][CH:17]=[C:16]2[CH:22]=O.Cl. Product: [Br:12][C:13]1[CH:14]=[C:15]2[C:19](=[CH:20][CH:21]=1)[NH:18][CH:17]=[C:16]2/[CH:22]=[C:7]1\[O:8][C:4]2[CH:3]=[C:2]([OH:1])[CH:11]=[CH:10][C:5]=2[C:6]\1=[O:9]. The catalyst class is: 8.